This data is from Experimentally validated miRNA-target interactions with 360,000+ pairs, plus equal number of negative samples. The task is: Binary Classification. Given a miRNA mature sequence and a target amino acid sequence, predict their likelihood of interaction. (1) The miRNA is hsa-miR-204-3p with sequence GCUGGGAAGGCAAAGGGACGU. The protein sequence of the target gene is MPELAVQKVVVHPLVLLSVVDHFNRIGKVGNQKRVVGVLLGSWQKKVLDVSNSFAVPFDEDDKDDSVWFLDHDYLENMYGMFKKVNARERIVGWYHTGPKLHKNDIAINELMKRYCPNSVLVIIDVKPKDLGLPTEAYISVEEVHDDGTPTSKTFEHVTSEIGAEEAEEVGVEHLLRDIKDTTVGTLSQRITNQVHGLKGLNSKLLDIRSYLEKVATGKLPINHQIIYQLQDVFNLLPDVSLQEFVKAFYLKTNDQMVVVYLASLIRSVVALHNLINNKIANRDAEKKEGQEKEESKKDR.... Result: 0 (no interaction). (2) Result: 0 (no interaction). The protein sequence of the target gene is MASTRARPMLPLLLVLVAVVIPGPVGAQVSIHPTEAFLPRGGSVQVNCSSSCEDENLGLGLETNWMKDELSSGHNWKLFKLSDIGEDSRPLCFENCGTTQSSASATITVYSFPERVELDPLPAWQQVGKNLILRCLVEGGAPRTQLSVVLLRGNETLSRQAVDGDPKEITFTVLASRGDHGANFSCFTELDLRPQGLSLFKNVSEVRQLRTFDLPTRVLKLDTPDLLEVGTQQKFLCSLEGLFPASEAQIYLEMGGQMLTLESTNSRDFVSATASVEVTEKLDRTLQLRCVLELADQTLE.... The miRNA is hsa-miR-2467-3p with sequence AGCAGAGGCAGAGAGGCUCAGG. (3) The miRNA is hsa-miR-544b with sequence ACCUGAGGUUGUGCAUUUCUAA. The protein sequence of the target gene is MELLGEYVGQEGKPQKLRVSCEAPGDGDPFQGLLSGVAQMKDMVTELFDPLVQGEVQHRVAAAPDEDLDGDDEDDAEDENNIDNRTNFDGPSAKRPKTPS. Result: 1 (interaction). (4) The miRNA is mmu-miR-499-5p with sequence UUAAGACUUGCAGUGAUGUUU. The protein sequence of the target gene is MLSVASRSGPFAPVLSATSRGVAGALRPLVQATVPATPEQPVLDLKRPFLSRESLSGQAVRRPLVASVGLNVPASVCYSHTDIKVPDFSEYRRLEVLDSTKSSRESSEARKGFSYLVTGVTTVGVAYAAKNAVTQFVSSMSASADVLALAKIEIKLSDIPEGKNMAFKWRGKPLFVRHRTQKEIEQEAAVELSQLRDPQHDLDRVKKPEWVILIGVCTHLGCVPIANAGDFGGYYCPCHGSHYDASGRIRLGPAPLNLEVPTYEFTSDDMVIVG. Result: 0 (no interaction). (5) The miRNA is cel-miR-253-3p with sequence UUAGUAGGCGUUGUGGGAAGGG. The protein sequence of the target gene is MLRAVSTSFGTARAASAVAKKNMPNIVLVDAVRTPFVVSGTVFKDLMAVDLQKEAIKALVEKTKLPYEQLDHIICGTVIQECKTSNIAREAALLAGVPDKIPAHTVTLACISSNVAMTTGMGMLATGNANAIIAGGVELLSDVPIRYNRNARKAMLGMNKAKDVPSKLKIGGQIVKNLLSPELPAVAEFSTGETMGHSGDRLAAAFNVSRREQDEFAIRSHTLASEAAKNGKFTDVVPVFLDGKKPKTIKEDNGIRVSTLEKLSSLKPAFVKPHGTVTAANASYLTDGASAALIMTEEYA.... Result: 1 (interaction). (6) The miRNA is hsa-miR-20b-3p with sequence ACUGUAGUAUGGGCACUUCCAG. The protein sequence of the target gene is MASKKFAVKCGNFAVLVDLHILPQGSNKDTSWFSEQKKEEVCLLLKETIDSRVQEYLEVRKQHRPSNAEFTRSNPLSLKGYGFQITAYFLKRGIRLRCIRSTQNAELCVFPDRFVVCVSQLAFSRDLLASQNEDLTERVLHGVSDYFAECAESSLPPSAKLRRNALKEIVKRTETKSSVTSKSQTRRDTVETSSDSVIAEIARRRNDGQASSSPPSESMGQAKDSIKAAESHWGLPVQKLEKVNQTQPEDTSGQQKPHPGERLKTGLLSRSPVCSCESASPCPKQSPRVAKTQQKRRNCS.... Result: 1 (interaction).